Dataset: Full USPTO retrosynthesis dataset with 1.9M reactions from patents (1976-2016). Task: Predict the reactants needed to synthesize the given product. (1) Given the product [Cl:19][C:10]1[C:5]2[S:4][CH:3]=[CH:2][C:6]=2[N:7]=[CH:8][N:9]=1, predict the reactants needed to synthesize it. The reactants are: C[C:2]1[C:6]2[N:7]=[CH:8][NH:9][C:10](=O)[C:5]=2[S:4][CH:3]=1.C(=O)(O)[O-].[Na+].P(Cl)(Cl)([Cl:19])=O. (2) Given the product [Cl:15][C:16]1[N:21]=[CH:20][C:19]([S:22]([N:12]2[C:8]([C:3]3[CH:4]=[CH:5][CH:6]=[CH:7][C:2]=3[F:1])=[CH:9][C:10]([CH:13]=[O:14])=[CH:11]2)(=[O:24])=[O:23])=[CH:18][CH:17]=1, predict the reactants needed to synthesize it. The reactants are: [F:1][C:2]1[CH:7]=[CH:6][CH:5]=[CH:4][C:3]=1[C:8]1[NH:12][CH:11]=[C:10]([CH:13]=[O:14])[CH:9]=1.[Cl:15][C:16]1[N:21]=[CH:20][C:19]([S:22](Cl)(=[O:24])=[O:23])=[CH:18][CH:17]=1.